Dataset: Reaction yield outcomes from USPTO patents with 853,638 reactions. Task: Predict the reaction yield, written as a fraction of the theoretical maximum amount of product (1.0 means a 100% yield; for example, 0.34 means a 34% yield). (1) The reactants are [NH2:1][C:2]1[CH:7]=[CH:6][C:5](Br)=[CH:4][N:3]=1.[CH3:9][Si:10]([C:13]#[CH:14])([CH3:12])[CH3:11].C(N(CC)CC)C. The catalyst is CN(C=O)C.Cl[Pd](Cl)([P](C1C=CC=CC=1)(C1C=CC=CC=1)C1C=CC=CC=1)[P](C1C=CC=CC=1)(C1C=CC=CC=1)C1C=CC=CC=1.C1C=CC(P(C2C=CC=CC=2)C2C=CC=CC=2)=CC=1. The product is [CH3:9][Si:10]([C:13]#[C:14][C:5]1[CH:6]=[CH:7][C:2]([NH2:1])=[N:3][CH:4]=1)([CH3:12])[CH3:11]. The yield is 0.760. (2) The reactants are C(OC(=O)[NH:7][C@H:8]1[CH2:13][CH2:12][CH2:11][N:10]([C:14]2[CH:19]=[CH:18][C:17]([NH:20][C:21]3[C:30]4[C:25](=[CH:26][CH:27]=[C:28]([C:31]5[CH:36]=[C:35]([Cl:37])[C:34]([OH:38])=[C:33]([Cl:39])[CH:32]=5)[N:29]=4)[N:24]=[CH:23][C:22]=3[C:40](=[O:42])[CH3:41])=[CH:16][N:15]=2)[CH2:9]1)(C)(C)C.C(O)(C(F)(F)F)=O. No catalyst specified. The product is [ClH:37].[ClH:37].[ClH:37].[NH2:7][C@H:8]1[CH2:13][CH2:12][CH2:11][N:10]([C:14]2[N:15]=[CH:16][C:17]([NH:20][C:21]3[C:30]4[C:25](=[CH:26][CH:27]=[C:28]([C:31]5[CH:32]=[C:33]([Cl:39])[C:34]([OH:38])=[C:35]([Cl:37])[CH:36]=5)[N:29]=4)[N:24]=[CH:23][C:22]=3[C:40](=[O:42])[CH3:41])=[CH:18][CH:19]=2)[CH2:9]1. The yield is 0.330. (3) The reactants are C(OC([N:8]1[CH2:13][CH:12]=[C:11]([C:14]2[CH:19]=[C:18]([C:20]3[CH:25]=[CH:24][CH:23]=[CH:22][C:21]=3[CH3:26])[C:17]([C:27](=[O:45])[N:28]([CH2:30][C:31]3[CH:36]=[C:35]([C:37]([F:40])([F:39])[F:38])[CH:34]=[C:33]([C:41]([F:44])([F:43])[F:42])[CH:32]=3)[CH3:29])=[CH:16][N:15]=2)[CH2:10][CH2:9]1)=O)(C)(C)C.FC(F)(F)C(O)=O. The catalyst is ClCCl. The product is [F:40][C:37]([F:38])([F:39])[C:35]1[CH:36]=[C:31]([CH:32]=[C:33]([C:41]([F:42])([F:43])[F:44])[CH:34]=1)[CH2:30][N:28]([CH3:29])[C:27]([C:17]1[C:18]([C:20]2[CH:25]=[CH:24][CH:23]=[CH:22][C:21]=2[CH3:26])=[CH:19][C:14]([C:11]2[CH2:12][CH2:13][NH:8][CH2:9][CH:10]=2)=[N:15][CH:16]=1)=[O:45]. The yield is 0.620.